Predict which catalyst facilitates the given reaction. From a dataset of Catalyst prediction with 721,799 reactions and 888 catalyst types from USPTO. (1) Reactant: Br[C:2]1[N:6]([CH2:7][C:8]2[CH:13]=[CH:12][C:11]([C:14]([N:16]3[CH2:20][CH2:19][CH2:18][CH2:17]3)=[O:15])=[CH:10][CH:9]=2)[N:5]=[CH:4][CH:3]=1.[OH:21][C:22]1[CH:27]=[CH:26][C:25](B(O)O)=[CH:24][CH:23]=1.C([O-])([O-])=O.[Cs+].[Cs+]. Product: [OH:21][C:22]1[CH:27]=[CH:26][C:25]([C:2]2[N:6]([CH2:7][C:8]3[CH:13]=[CH:12][C:11]([C:14]([N:16]4[CH2:20][CH2:19][CH2:18][CH2:17]4)=[O:15])=[CH:10][CH:9]=3)[N:5]=[CH:4][CH:3]=2)=[CH:24][CH:23]=1. The catalyst class is: 117. (2) Reactant: [CH3:1][O:2][C:3]([C:5]1[CH:6]=[CH:7][CH:8]=[C:9]2[C:14]=1[NH:13][CH:12]([C:15]1[CH:20]=[CH:19][CH:18]=[C:17](Br)[CH:16]=1)[CH2:11][C:10]2([CH3:23])[CH3:22])=[O:4].[NH:24]1[CH2:29][CH2:28][O:27][CH2:26][CH2:25]1.Cl.CN(C)CC(O)=O.C(=O)([O-])[O-].[K+].[K+]. Product: [CH3:1][O:2][C:3]([C:5]1[CH:6]=[CH:7][CH:8]=[C:9]2[C:14]=1[NH:13][CH:12]([C:15]1[CH:20]=[CH:19][CH:18]=[C:17]([N:24]3[CH2:29][CH2:28][O:27][CH2:26][CH2:25]3)[CH:16]=1)[CH2:11][C:10]2([CH3:23])[CH3:22])=[O:4]. The catalyst class is: 156. (3) Reactant: [CH3:1][C:2]1([C:8]2[CH:13]=[C:12](Br)[CH:11]=[CH:10][C:9]=2[O:15][CH3:16])[CH2:7][CH2:6][CH2:5][CH2:4][CH2:3]1.[Li]CCCC.C([O:25][B:26](OC(C)C)[O:27]C(C)C)(C)C.Cl. Product: [CH3:1][C:2]1([C:8]2[CH:13]=[C:12]([B:26]([OH:27])[OH:25])[CH:11]=[CH:10][C:9]=2[O:15][CH3:16])[CH2:7][CH2:6][CH2:5][CH2:4][CH2:3]1. The catalyst class is: 116. (4) Reactant: [Br:1][C:2]1[CH:3]=[C:4]([N+:9]([O-:11])=[O:10])[C:5](O)=[N:6][CH:7]=1.P(Cl)(Cl)([Cl:14])=O.O. Product: [Br:1][C:2]1[CH:3]=[C:4]([N+:9]([O-:11])=[O:10])[C:5]([Cl:14])=[N:6][CH:7]=1. The catalyst class is: 3. (5) Reactant: [CH3:13][C:12]([O:11][C:9](O[C:9]([O:11][C:12]([CH3:15])([CH3:14])[CH3:13])=[O:10])=[O:10])([CH3:15])[CH3:14].[CH3:16][NH:17][CH2:18][CH2:19][C:20]#[N:21]. Product: [C:20]([CH2:19][CH2:18][N:17]([CH3:16])[C:9](=[O:10])[O:11][C:12]([CH3:13])([CH3:14])[CH3:15])#[N:21]. The catalyst class is: 2.